The task is: Regression. Given two drug SMILES strings and cell line genomic features, predict the synergy score measuring deviation from expected non-interaction effect.. This data is from Merck oncology drug combination screen with 23,052 pairs across 39 cell lines. (1) Drug 1: CCc1c2c(nc3ccc(O)cc13)-c1cc3c(c(=O)n1C2)COC(=O)C3(O)CC. Drug 2: Cn1cc(-c2cnn3c(N)c(Br)c(C4CCCNC4)nc23)cn1. Cell line: OCUBM. Synergy scores: synergy=20.3. (2) Drug 1: Cc1nc(Nc2ncc(C(=O)Nc3c(C)cccc3Cl)s2)cc(N2CCN(CCO)CC2)n1. Drug 2: CNC(=O)c1cc(Oc2ccc(NC(=O)Nc3ccc(Cl)c(C(F)(F)F)c3)cc2)ccn1. Cell line: SKMES1. Synergy scores: synergy=-5.19. (3) Drug 1: COC12C(COC(N)=O)C3=C(C(=O)C(C)=C(N)C3=O)N1CC1NC12. Drug 2: O=C(O)C1(Cc2cccc(Nc3nccs3)n2)CCC(Oc2cccc(Cl)c2F)CC1. Cell line: RKO. Synergy scores: synergy=-8.44. (4) Drug 1: O=c1[nH]cc(F)c(=O)[nH]1. Drug 2: CCN(CC)CCNC(=O)c1c(C)[nH]c(C=C2C(=O)Nc3ccc(F)cc32)c1C. Cell line: UWB1289BRCA1. Synergy scores: synergy=11.8. (5) Drug 1: CN(Cc1cnc2nc(N)nc(N)c2n1)c1ccc(C(=O)NC(CCC(=O)O)C(=O)O)cc1. Drug 2: Cn1nnc2c(C(N)=O)ncn2c1=O. Cell line: A2058. Synergy scores: synergy=-41.2. (6) Drug 1: O=S1(=O)NC2(CN1CC(F)(F)F)C1CCC2Cc2cc(C=CCN3CCC(C(F)(F)F)CC3)ccc2C1. Drug 2: CN(C)C(=N)N=C(N)N. Cell line: LNCAP. Synergy scores: synergy=-0.603. (7) Drug 1: CCC1(O)CC2CN(CCc3c([nH]c4ccccc34)C(C(=O)OC)(c3cc4c(cc3OC)N(C)C3C(O)(C(=O)OC)C(OC(C)=O)C5(CC)C=CCN6CCC43C65)C2)C1. Drug 2: CC(C)CC(NC(=O)C(Cc1ccccc1)NC(=O)c1cnccn1)B(O)O. Cell line: ZR751. Synergy scores: synergy=-32.3. (8) Drug 1: N.N.O=C(O)C1(C(=O)O)CCC1.[Pt]. Drug 2: O=C(CCCCCCC(=O)Nc1ccccc1)NO. Cell line: A2058. Synergy scores: synergy=-23.3.